Dataset: Catalyst prediction with 721,799 reactions and 888 catalyst types from USPTO. Task: Predict which catalyst facilitates the given reaction. (1) Reactant: [Br:1][C:2]1[CH:7]=[CH:6][N:5]=[C:4]([C:8]([NH:10][C:11]2[CH:15]=[C:14]([C:16]([NH:18][NH2:19])=O)[S:13][CH:12]=2)=[O:9])[CH:3]=1.C[N:21]([CH3:25])[C:22](=O)[CH3:23].[CH3:26]N(C)C=O.C1(N)CC1.C(O)(=O)C. Product: [Br:1][C:2]1[CH:7]=[CH:6][N:5]=[C:4]([C:8]([NH:10][C:11]2[CH:15]=[C:14]([C:16]3[N:21]([CH:22]4[CH2:26][CH2:23]4)[CH:25]=[N:19][N:18]=3)[S:13][CH:12]=2)=[O:9])[CH:3]=1. The catalyst class is: 11. (2) Reactant: [Br:1][C:2]1[CH:7]=[CH:6][C:5]([OH:8])=[C:4]([F:9])[CH:3]=1.C(N(CC)CC)C.Cl[C:18]([O:20][CH2:21][CH3:22])=[O:19]. Product: [CH2:21]([O:20][C:18](=[O:19])[O:8][C:5]1[CH:6]=[CH:7][C:2]([Br:1])=[CH:3][C:4]=1[F:9])[CH3:22]. The catalyst class is: 4. (3) Reactant: [C:1]1(/[CH:11]=[CH:12]/[C:13]([O:15][CH2:16][CH3:17])=[O:14])[C:10]2[C:5](=[CH:6][CH:7]=[CH:8][CH:9]=2)[CH:4]=[CH:3][CH:2]=1. Product: [C:1]1([CH2:11][CH2:12][C:13]([O:15][CH2:16][CH3:17])=[O:14])[C:10]2[C:5](=[CH:6][CH:7]=[CH:8][CH:9]=2)[CH:4]=[CH:3][CH:2]=1. The catalyst class is: 178. (4) Reactant: C([O:5][P:6]([O:37]C(C)(C)C)([O:8][CH2:9][O:10][C:11]([N:13]1[C:21]2[C:16](=[CH:17][CH:18]=[C:19]([C:22]([F:25])([F:24])[F:23])[CH:20]=2)[C@@:15]([C:27]2[CH:32]=[C:31]([Cl:33])[CH:30]=[CH:29][C:28]=2[O:34][CH3:35])([F:26])[C:14]1=[O:36])=[O:12])=[O:7])(C)(C)C.FC(F)(F)C(O)=O. Product: [P:6]([O:8][CH2:9][O:10][C:11]([N:13]1[C:21]2[C:16](=[CH:17][CH:18]=[C:19]([C:22]([F:23])([F:24])[F:25])[CH:20]=2)[C@@:15]([C:27]2[CH:32]=[C:31]([Cl:33])[CH:30]=[CH:29][C:28]=2[O:34][CH3:35])([F:26])[C:14]1=[O:36])=[O:12])([OH:7])([OH:37])=[O:5]. The catalyst class is: 4.